Dataset: Reaction yield outcomes from USPTO patents with 853,638 reactions. Task: Predict the reaction yield, written as a fraction of the theoretical maximum amount of product (1.0 means a 100% yield; for example, 0.34 means a 34% yield). (1) The reactants are C([O:3][C:4]([CH:6]1[CH2:11][N:10]([CH3:12])[CH2:9][CH2:8][N:7]1[CH3:13])=[O:5])C.[OH-].[Na+].Cl.CCOCC. The catalyst is CCO. The product is [CH3:13][N:7]1[CH2:8][CH2:9][N:10]([CH3:12])[CH2:11][CH:6]1[C:4]([OH:5])=[O:3]. The yield is 0.480. (2) The reactants are [CH3:1][S:2]([O:5][C:6]1[CH:11]=[CH:10][C:9]([C:12]2([C:20]3[CH:25]=[CH:24][C:23]([F:26])=[C:22]([C:27]4[CH2:32][CH2:31][CH2:30][CH2:29][CH:28]=4)[CH:21]=3)[C:16](=[O:17])[N:15]([CH3:18])[C:14]([NH2:19])=[N:13]2)=[CH:8][CH:7]=1)(=[O:4])=[O:3]. The catalyst is [Pd].C(OCC)(=O)C. The product is [CH3:1][S:2]([O:5][C:6]1[CH:7]=[CH:8][C:9]([C:12]2([C:20]3[CH:25]=[CH:24][C:23]([F:26])=[C:22]([CH:27]4[CH2:32][CH2:31][CH2:30][CH2:29][CH2:28]4)[CH:21]=3)[C:16](=[O:17])[N:15]([CH3:18])[C:14]([NH2:19])=[N:13]2)=[CH:10][CH:11]=1)(=[O:3])=[O:4]. The yield is 0.630. (3) The reactants are [CH2:1]([O:3][C:4](=[O:25])/[C:5](/[N:22]=[N+]=[N-])=[CH:6]/[C:7]1[CH:12]=[C:11]([C:13]2[O:14][CH:15]=[CH:16][CH:17]=2)[CH:10]=[C:9]([C:18]([Cl:21])([F:20])[F:19])[N:8]=1)[CH3:2]. The catalyst is CN(C=O)C. The product is [CH2:1]([O:3][C:4]([C:5]1[CH:6]=[C:7]2[CH:12]=[C:11]([C:13]3[O:14][CH:15]=[CH:16][CH:17]=3)[CH:10]=[C:9]([C:18]([Cl:21])([F:20])[F:19])[N:8]2[N:22]=1)=[O:25])[CH3:2]. The yield is 0.350.